The task is: Predict the product of the given reaction.. This data is from Forward reaction prediction with 1.9M reactions from USPTO patents (1976-2016). (1) The product is: [CH3:1][C:2]1[CH:3]=[CH:4][C:5]([S:8]([O:11][CH2:12][CH:13]2[CH2:17][C:16]3[CH:18]=[C:19]([Cl:30])[CH:20]=[C:21]([C:36]4[CH:35]=[CH:34][CH:33]=[C:32]([Cl:31])[CH:37]=4)[C:15]=3[O:14]2)(=[O:9])=[O:10])=[CH:6][CH:7]=1. Given the reactants [CH3:1][C:2]1[CH:7]=[CH:6][C:5]([S:8]([O:11][CH2:12][CH:13]2[CH2:17][C:16]3[CH:18]=[C:19]([Cl:30])[CH:20]=[C:21](OS(C(F)(F)F)(=O)=O)[C:15]=3[O:14]2)(=[O:10])=[O:9])=[CH:4][CH:3]=1.[Cl:31][C:32]1[CH:33]=[C:34](B(O)O)[CH:35]=[CH:36][CH:37]=1.C(=O)([O-])[O-].[K+].[K+], predict the reaction product. (2) Given the reactants [CH3:1][C:2]1[N:6]=[N:5][C:4]([NH:14][C:15]2[CH:20]=[N:19][CH:18]=[C:17]([NH:21][C:22]3[CH:27]=[CH:26][CH:25]=[CH:24][CH:23]=3)[N:16]=2)(C(OC(C)(C)C)=O)[CH:3]=1.ClC1N=C(NC2C=CC=CC=2)C=NC=1.NC1C=C(C)N(C(OC(C)(C)C)=O)N=1.C1(P(C2C=CC=CC=2)C2C3OC4C(=CC=CC=4P(C4C=CC=CC=4)C4C=CC=CC=4)C(C)(C)C=3C=CC=2)C=CC=CC=1.C(=O)([O-])[O-].[K+].[K+], predict the reaction product. The product is: [CH3:1][C:2]1[NH:6][N:5]=[C:4]([NH:14][C:15]2[CH:20]=[N:19][CH:18]=[C:17]([NH:21][C:22]3[CH:23]=[CH:24][CH:25]=[CH:26][CH:27]=3)[N:16]=2)[CH:3]=1. (3) Given the reactants [CH3:1][O:2][C:3]1[CH:4]=[C:5]2[C:10](=[CH:11][C:12]=1[O:13][CH3:14])[N:9]=[CH:8][N:7]=[C:6]2[N:15]1[CH2:20][CH2:19][CH:18]([CH2:21][N:22]2[CH2:31][C:30]3[C:25](=[CH:26][CH:27]=[CH:28][CH:29]=3)[NH:24][C:23]2=[O:32])[CH2:17][CH2:16]1.Br[C:34]1[CH:39]=[CH:38][N:37]=[C:36]([C:40]#[N:41])[N:35]=1, predict the reaction product. The product is: [CH3:1][O:2][C:3]1[CH:4]=[C:5]2[C:10](=[CH:11][C:12]=1[O:13][CH3:14])[N:9]=[CH:8][N:7]=[C:6]2[N:15]1[CH2:20][CH2:19][CH:18]([CH2:21][N:22]2[CH2:31][C:30]3[C:25](=[CH:26][CH:27]=[CH:28][CH:29]=3)[N:24]([C:34]3[CH:39]=[CH:38][N:37]=[C:36]([C:40]#[N:41])[N:35]=3)[C:23]2=[O:32])[CH2:17][CH2:16]1. (4) Given the reactants [C:1]([OH:5])(=[O:4])[CH2:2][CH3:3].[O-2].[Ca+2:7].C(=O)([O-])[O-].[Ca+2], predict the reaction product. The product is: [C:1]([O-:5])(=[O:4])[CH2:2][CH3:3].[Ca+2:7].[C:1]([O-:5])(=[O:4])[CH2:2][CH3:3]. (5) Given the reactants [CH3:1][C:2]1[C:10]([N+:11]([O-:13])=[O:12])=[CH:9][CH:8]=[CH:7][C:3]=1[C:4]([OH:6])=[O:5].S(=O)(=O)(O)O.[Br:19]N1C(C)(C)C(=O)N(Br)C1=O, predict the reaction product. The product is: [Br:19][C:8]1[CH:9]=[C:10]([N+:11]([O-:13])=[O:12])[C:2]([CH3:1])=[C:3]([CH:7]=1)[C:4]([OH:6])=[O:5]. (6) The product is: [CH2:1]([C:5]([C:7]1[CH:12]=[CH:11][CH:10]=[CH:9][C:8]=1[N:14]1[CH2:19][CH2:18][CH2:17][CH2:16][CH2:15]1)=[O:6])[CH:2]([CH3:4])[CH3:3]. Given the reactants [CH2:1]([C:5]([C:7]1[CH:12]=[CH:11][CH:10]=[CH:9][C:8]=1F)=[O:6])[CH:2]([CH3:4])[CH3:3].[NH:14]1[CH2:19][CH2:18][CH2:17][CH2:16][CH2:15]1.C(=O)([O-])[O-].[K+].[K+].O, predict the reaction product. (7) Given the reactants Br[C:2]1[NH:22][C:5]2=[N:6][CH:7]=[C:8]([CH2:10][CH2:11][C:12]3[CH:17]=[C:16]([O:18][CH3:19])[CH:15]=[C:14]([O:20][CH3:21])[CH:13]=3)[N:9]=[C:4]2[CH:3]=1.[CH3:23][N:24]1[C:32]2[C:27](=[CH:28][C:29](B3OC(C)(C)C(C)(C)O3)=[CH:30][CH:31]=2)[CH:26]=[N:25]1, predict the reaction product. The product is: [CH3:21][O:20][C:14]1[CH:13]=[C:12]([CH:17]=[C:16]([O:18][CH3:19])[CH:15]=1)[CH2:11][CH2:10][C:8]1[N:9]=[C:4]2[CH:3]=[C:2]([C:29]3[CH:28]=[C:27]4[C:32](=[CH:31][CH:30]=3)[N:24]([CH3:23])[N:25]=[CH:26]4)[NH:22][C:5]2=[N:6][CH:7]=1. (8) Given the reactants [CH3:1][O:2][C:3]1[CH:12]=[C:11]2[C:6]([CH2:7][C:8]([CH3:15])([CH3:14])[NH:9][CH:10]2[CH3:13])=[CH:5][C:4]=1[OH:16].[CH3:17][CH:18]([Si:20](Cl)([CH:24]([CH3:26])[CH3:25])[CH:21]([CH3:23])[CH3:22])[CH3:19].N1C=CN=C1, predict the reaction product. The product is: [CH3:1][O:2][C:3]1[CH:12]=[C:11]2[C:6]([CH2:7][C:8]([CH3:15])([CH3:14])[NH:9][CH:10]2[CH3:13])=[CH:5][C:4]=1[O:16][Si:20]([CH:24]([CH3:26])[CH3:25])([CH:21]([CH3:23])[CH3:22])[CH:18]([CH3:19])[CH3:17]. (9) Given the reactants [C:1]([C:5]1[C:9]([CH:10]=O)=[CH:8][N:7]([CH2:12][C:13]([NH:15][C:16]2[S:20][C:19]3[CH2:21][CH2:22][CH2:23][CH2:24][C:18]=3[C:17]=2[C:25]([NH2:27])=[O:26])=[O:14])[N:6]=1)([CH3:4])([CH3:3])[CH3:2].Cl.[CH3:29][NH:30][CH3:31].CN(C=O)C.C(O[BH-](OC(=O)C)OC(=O)C)(=O)C.[Na+], predict the reaction product. The product is: [C:1]([C:5]1[C:9]([CH2:10][N:30]([CH3:31])[CH3:29])=[CH:8][N:7]([CH2:12][C:13]([NH:15][C:16]2[S:20][C:19]3[CH2:21][CH2:22][CH2:23][CH2:24][C:18]=3[C:17]=2[C:25]([NH2:27])=[O:26])=[O:14])[N:6]=1)([CH3:3])([CH3:2])[CH3:4].